From a dataset of Catalyst prediction with 721,799 reactions and 888 catalyst types from USPTO. Predict which catalyst facilitates the given reaction. (1) Reactant: [Cl:1][C:2]1[CH:3]=[C:4]([S:9]([NH:12][C:13]2[CH:14]=[C:15]3[C:19](=[CH:20][CH:21]=2)[NH:18][CH:17]=[CH:16]3)(=[O:11])=[O:10])[CH:5]=[C:6]([Cl:8])[CH:7]=1.CN(C1C=CC=CN=1)C.[CH2:31]([N:38]=[C:39]=[O:40])[C:32]1[CH:37]=[CH:36][CH:35]=[CH:34][CH:33]=1.Cl. Product: [CH2:31]([NH:38][C:39]([N:18]1[C:19]2[C:15](=[CH:14][C:13]([NH:12][S:9]([C:4]3[CH:3]=[C:2]([Cl:1])[CH:7]=[C:6]([Cl:8])[CH:5]=3)(=[O:11])=[O:10])=[CH:21][CH:20]=2)[CH:16]=[CH:17]1)=[O:40])[C:32]1[CH:37]=[CH:36][CH:35]=[CH:34][CH:33]=1. The catalyst class is: 96. (2) Reactant: C([Sn](Cl)(CCCC)CCCC)CCC.[N-:15]=[N+:16]=[N-:17].[Na+].[C:19]([CH2:21][NH:22][C@@H:23]([CH2:41][C:42]1[CH:47]=[CH:46][C:45]([F:48])=[CH:44][CH:43]=1)[C:24]([NH:26][C:27]1[N:31]([CH3:32])[N:30]=[C:29]([C:33]2[CH:38]=[CH:37][N:36]=[C:35]([NH:39][CH3:40])[CH:34]=2)[CH:28]=1)=[O:25])#[N:20]. Product: [NH:15]1[C:19]([CH2:21][NH:22][C@@H:23]([CH2:41][C:42]2[CH:43]=[CH:44][C:45]([F:48])=[CH:46][CH:47]=2)[C:24]([NH:26][C:27]2[N:31]([CH3:32])[N:30]=[C:29]([C:33]3[CH:38]=[CH:37][N:36]=[C:35]([NH:39][CH3:40])[CH:34]=3)[CH:28]=2)=[O:25])=[N:20][N:17]=[N:16]1. The catalyst class is: 18. (3) Reactant: [CH3:1][O:2][C:3]([C:5]1[N:6]([CH3:24])[C:7]([NH2:23])=[C:8]([C:17]2[CH:22]=[CH:21][N:20]=[CH:19][CH:18]=2)[C:9]=1[C:10]1[CH:15]=[CH:14][C:13]([F:16])=[CH:12][CH:11]=1)=[O:4].CO[CH:27](OC)[N:28]([CH3:30])[CH3:29]. Product: [CH3:1][O:2][C:3]([C:5]1[N:6]([CH3:24])[C:7]([N:23]=[CH:27][N:28]([CH3:30])[CH3:29])=[C:8]([C:17]2[CH:22]=[CH:21][N:20]=[CH:19][CH:18]=2)[C:9]=1[C:10]1[CH:11]=[CH:12][C:13]([F:16])=[CH:14][CH:15]=1)=[O:4]. The catalyst class is: 3. (4) Reactant: [CH:1]1([CH2:6][CH:7]([C:11]2[CH:16]=[CH:15][C:14]([S:17]([CH3:20])(=[O:19])=[O:18])=[C:13]([N+:21]([O-:23])=[O:22])[CH:12]=2)[C:8](O)=[O:9])[CH2:5][CH2:4][CH2:3][CH2:2]1.C(N(CC)CC)C.F[P-](F)(F)(F)(F)F.N1(O[P+](N(C)C)(N(C)C)N(C)C)C2C=CC=CC=2N=N1.[NH2:58][C:59]1[CH:64]=[CH:63][N:62]=[CH:61][N:60]=1. Product: [CH:1]1([CH2:6][CH:7]([C:11]2[CH:16]=[CH:15][C:14]([S:17]([CH3:20])(=[O:19])=[O:18])=[C:13]([N+:21]([O-:23])=[O:22])[CH:12]=2)[C:8]([NH:58][C:59]2[CH:64]=[CH:63][N:62]=[CH:61][N:60]=2)=[O:9])[CH2:2][CH2:3][CH2:4][CH2:5]1. The catalyst class is: 2. (5) Reactant: [S:1]1[CH:5]=[CH:4][N:3]=[C:2]1[CH:6]=O.[C:8]([O:12][C:13](=[O:16])[NH:14][NH2:15])([CH3:11])([CH3:10])[CH3:9].C(O)(=O)C.C([BH3-])#N.[Na+]. Product: [C:8]([O:12][C:13]([NH:14][NH:15][CH2:6][C:2]1[S:1][CH:5]=[CH:4][N:3]=1)=[O:16])([CH3:11])([CH3:10])[CH3:9]. The catalyst class is: 8. (6) Reactant: C(N(CC)CC)C.[F:8][C:9]1[C:14]([F:15])=[CH:13][CH:12]=[CH:11][C:10]=1[C@H:16]1[CH2:22][N:21]2[C:23]([CH2:26][C:27]([F:30])([F:29])[F:28])=[CH:24][N:25]=[C:20]2[C@H:19]([NH2:31])[CH2:18][CH2:17]1.Cl[C:33](OC1C=CC([N+]([O-])=O)=CC=1)=[O:34].[NH:45]1[C:49]2([CH2:54][CH2:53][NH:52][CH2:51][CH2:50]2)[C:48](=[O:55])[NH:47][C:46]1=[O:56].C(=O)([O-])[O-].[Na+].[Na+]. Product: [F:8][C:9]1[C:14]([F:15])=[CH:13][CH:12]=[CH:11][C:10]=1[C@H:16]1[CH2:22][N:21]2[C:23]([CH2:26][C:27]([F:30])([F:28])[F:29])=[CH:24][N:25]=[C:20]2[C@H:19]([NH:31][C:33]([N:52]2[CH2:53][CH2:54][C:49]3([NH:45][C:46](=[O:56])[NH:47][C:48]3=[O:55])[CH2:50][CH2:51]2)=[O:34])[CH2:18][CH2:17]1. The catalyst class is: 213. (7) Reactant: Cl[C:2]1[C:7]([C:8](OC)=[O:9])=[CH:6][N:5]=[C:4]([Cl:12])[CH:3]=1.[N-:13]=[N+]=[N-].[Na+].O. Product: [NH2:13][C:2]1[CH:3]=[C:4]([Cl:12])[N:5]=[CH:6][C:7]=1[CH2:8][OH:9]. The catalyst class is: 3. (8) Reactant: [Cl:1][C:2]1[C:3]([F:19])=[C:4]([C:8]2[C:12]([CH3:13])=[C:11]([C:14]([O:16]CC)=[O:15])[O:10][N:9]=2)[CH:5]=[CH:6][CH:7]=1.C(OCC)(=O)C#CC. Product: [Cl:1][C:2]1[C:3]([F:19])=[C:4]([C:8]2[C:12]([CH3:13])=[C:11]([C:14]([OH:16])=[O:15])[O:10][N:9]=2)[CH:5]=[CH:6][CH:7]=1. The catalyst class is: 10.